Dataset: NCI-60 drug combinations with 297,098 pairs across 59 cell lines. Task: Regression. Given two drug SMILES strings and cell line genomic features, predict the synergy score measuring deviation from expected non-interaction effect. (1) Drug 2: CC(C)NC(=O)C1=CC=C(C=C1)CNNC.Cl. Synergy scores: CSS=23.9, Synergy_ZIP=-1.05, Synergy_Bliss=2.26, Synergy_Loewe=-25.4, Synergy_HSA=-0.164. Cell line: LOX IMVI. Drug 1: CCC1=C2CN3C(=CC4=C(C3=O)COC(=O)C4(CC)O)C2=NC5=C1C=C(C=C5)O. (2) Drug 1: C1=NC2=C(N1)C(=S)N=C(N2)N. Drug 2: CC1=C(N=C(N=C1N)C(CC(=O)N)NCC(C(=O)N)N)C(=O)NC(C(C2=CN=CN2)OC3C(C(C(C(O3)CO)O)O)OC4C(C(C(C(O4)CO)O)OC(=O)N)O)C(=O)NC(C)C(C(C)C(=O)NC(C(C)O)C(=O)NCCC5=NC(=CS5)C6=NC(=CS6)C(=O)NCCC[S+](C)C)O. Cell line: TK-10. Synergy scores: CSS=17.1, Synergy_ZIP=-7.79, Synergy_Bliss=-0.373, Synergy_Loewe=-1.08, Synergy_HSA=-0.191. (3) Drug 1: C1C(C(OC1N2C=NC(=NC2=O)N)CO)O. Drug 2: N.N.Cl[Pt+2]Cl. Cell line: NCI/ADR-RES. Synergy scores: CSS=47.6, Synergy_ZIP=4.02, Synergy_Bliss=6.28, Synergy_Loewe=6.80, Synergy_HSA=6.58.